The task is: Regression/Classification. Given a drug SMILES string, predict its absorption, distribution, metabolism, or excretion properties. Task type varies by dataset: regression for continuous measurements (e.g., permeability, clearance, half-life) or binary classification for categorical outcomes (e.g., BBB penetration, CYP inhibition). For this dataset (solubility_aqsoldb), we predict Y.. This data is from Aqueous solubility values for 9,982 compounds from the AqSolDB database. (1) The molecule is COc1ccc(-c2ccccc2)cc1NNC(=O)OC(C)C. The Y is -4.90 log mol/L. (2) The compound is O=C1c2ccccc2C(=O)c2c(O)c(O)cc(O)c21. The Y is -4.60 log mol/L. (3) The compound is O=S(=O)(O)O.[Ag+].[Ag+]. The Y is -1.58 log mol/L.